From a dataset of Full USPTO retrosynthesis dataset with 1.9M reactions from patents (1976-2016). Predict the reactants needed to synthesize the given product. (1) Given the product [C:1]([O:5][C:6]([N:8]1[CH2:9][CH2:10][N:11]([C:14]2[CH:19]=[CH:18][C:17]([CH2:20][OH:21])=[CH:16][C:15]=2[CH3:24])[CH2:12][CH2:13]1)=[O:7])([CH3:4])([CH3:3])[CH3:2], predict the reactants needed to synthesize it. The reactants are: [C:1]([O:5][C:6]([N:8]1[CH2:13][CH2:12][N:11]([C:14]2[CH:19]=[CH:18][C:17]([C:20](OC)=[O:21])=[CH:16][C:15]=2[CH3:24])[CH2:10][CH2:9]1)=[O:7])([CH3:4])([CH3:3])[CH3:2].[H-].C([Al+]CC(C)C)C(C)C.CO.[C@H](O)(C([O-])=O)[C@@H](O)C([O-])=O.[Na+].[K+]. (2) Given the product [CH:2]([CH2:3][CH:4]1[CH2:5][CH2:6][N:7]([C:10]([O:12][C:13]([CH3:16])([CH3:15])[CH3:14])=[O:11])[CH2:8][CH2:9]1)=[O:1], predict the reactants needed to synthesize it. The reactants are: [OH:1][CH2:2][CH2:3][CH:4]1[CH2:9][CH2:8][N:7]([C:10]([O:12][C:13]([CH3:16])([CH3:15])[CH3:14])=[O:11])[CH2:6][CH2:5]1.CC1(C)N([O])C(C)(C)CCC1.C(O)(=O)C.C(O)(=O)C.IC1C=CC=CC=1.[O-]S([O-])(=S)=O.[Na+].[Na+]. (3) Given the product [CH:2]1([CH2:1][O:8][C:9]2[CH:10]=[C:11]([CH:25]([CH2:30][CH2:29][CH3:31])[C:26]([OH:28])=[O:27])[CH:12]=[C:13]([C:15]3[CH:16]=[CH:17][C:18]([C:21]([F:23])([F:22])[F:24])=[CH:19][CH:20]=3)[CH:14]=2)[CH2:6][CH2:7]1, predict the reactants needed to synthesize it. The reactants are: [CH2:1]([O:8][C:9]1[CH:10]=[C:11]([CH2:25][C:26]([OH:28])=[O:27])[CH:12]=[C:13]([C:15]2[CH:20]=[CH:19][C:18]([C:21]([F:24])([F:23])[F:22])=[CH:17][CH:16]=2)[CH:14]=1)[C:2]1[CH:7]=[CH:6]C=CC=1.[CH:29]1(COC2C=C(CC(O)=O)C=C(C3C=CC(C(F)(F)F)=CC=3)C=2)[CH2:31][CH2:30]1.C(O)C1C=CC=CC=1.C1(CO)CC1. (4) Given the product [CH2:1]([C@H:8]1[CH2:9][O:10][CH2:11][C@H:12]([NH:20][C:21]([O:22][C:23]([CH3:26])([CH3:25])[CH3:24])=[O:27])[C:13](=[O:19])[O:14][C@@H:15]([CH3:18])[C@@H:16]1[O:17]/[CH:30]=[CH:29]/[C:28]([O:32][CH3:33])=[O:31])[C:2]1[CH:3]=[CH:4][CH:5]=[CH:6][CH:7]=1, predict the reactants needed to synthesize it. The reactants are: [CH2:1]([C@@H:8]1[C@@H:16]([OH:17])[C@H:15]([CH3:18])[O:14][C:13](=[O:19])[C@@H:12]([NH:20][C:21](=[O:27])[O:22][C:23]([CH3:26])([CH3:25])[CH3:24])[CH2:11][O:10][CH2:9]1)[C:2]1[CH:7]=[CH:6][CH:5]=[CH:4][CH:3]=1.[C:28]([O:32][CH3:33])(=[O:31])[C:29]#[CH:30].